Dataset: NCI-60 drug combinations with 297,098 pairs across 59 cell lines. Task: Regression. Given two drug SMILES strings and cell line genomic features, predict the synergy score measuring deviation from expected non-interaction effect. (1) Drug 1: C1=CC(=CC=C1C#N)C(C2=CC=C(C=C2)C#N)N3C=NC=N3. Drug 2: CC1CCC2CC(C(=CC=CC=CC(CC(C(=O)C(C(C(=CC(C(=O)CC(OC(=O)C3CCCCN3C(=O)C(=O)C1(O2)O)C(C)CC4CCC(C(C4)OC)OCCO)C)C)O)OC)C)C)C)OC. Cell line: CAKI-1. Synergy scores: CSS=-2.75, Synergy_ZIP=3.11, Synergy_Bliss=0.805, Synergy_Loewe=-5.06, Synergy_HSA=-3.05. (2) Drug 1: COC1=CC(=CC(=C1O)OC)C2C3C(COC3=O)C(C4=CC5=C(C=C24)OCO5)OC6C(C(C7C(O6)COC(O7)C8=CC=CS8)O)O. Drug 2: C1=CC(=CC=C1C#N)C(C2=CC=C(C=C2)C#N)N3C=NC=N3. Cell line: SF-295. Synergy scores: CSS=52.4, Synergy_ZIP=0.0579, Synergy_Bliss=0.0382, Synergy_Loewe=-16.4, Synergy_HSA=1.69. (3) Drug 1: CNC(=O)C1=CC=CC=C1SC2=CC3=C(C=C2)C(=NN3)C=CC4=CC=CC=N4. Drug 2: CC1C(C(=O)NC(C(=O)N2CCCC2C(=O)N(CC(=O)N(C(C(=O)O1)C(C)C)C)C)C(C)C)NC(=O)C3=C4C(=C(C=C3)C)OC5=C(C(=O)C(=C(C5=N4)C(=O)NC6C(OC(=O)C(N(C(=O)CN(C(=O)C7CCCN7C(=O)C(NC6=O)C(C)C)C)C)C(C)C)C)N)C. Cell line: NCI-H322M. Synergy scores: CSS=20.8, Synergy_ZIP=6.85, Synergy_Bliss=14.3, Synergy_Loewe=12.6, Synergy_HSA=12.2. (4) Drug 1: C1CC(=O)NC(=O)C1N2CC3=C(C2=O)C=CC=C3N. Drug 2: C1=CN(C(=O)N=C1N)C2C(C(C(O2)CO)O)O.Cl. Cell line: HS 578T. Synergy scores: CSS=17.4, Synergy_ZIP=-1.69, Synergy_Bliss=8.34, Synergy_Loewe=-9.00, Synergy_HSA=7.33. (5) Drug 1: COC1=C(C=C2C(=C1)N=CN=C2NC3=CC(=C(C=C3)F)Cl)OCCCN4CCOCC4. Drug 2: C1CN1P(=S)(N2CC2)N3CC3. Cell line: HL-60(TB). Synergy scores: CSS=74.4, Synergy_ZIP=6.79, Synergy_Bliss=9.38, Synergy_Loewe=8.56, Synergy_HSA=11.5.